Dataset: Catalyst prediction with 721,799 reactions and 888 catalyst types from USPTO. Task: Predict which catalyst facilitates the given reaction. (1) Reactant: [N:1]([C@@H:4]1[C:12]2[C:7](=[CH:8][C:9]([Br:13])=[CH:10][CH:11]=2)[CH2:6][CH2:5]1)=[N+]=[N-].O.O.Cl[Sn]Cl. Product: [Br:13][C:9]1[CH:8]=[C:7]2[C:12](=[CH:11][CH:10]=1)[C@@H:4]([NH2:1])[CH2:5][CH2:6]2. The catalyst class is: 5. (2) Reactant: [BH4-].[Na+].C([C:5]1[CH:6]=[C:7]([CH:20]=[CH:21][C:22]=1[B:23]1[O:27][C:26](C)(C)C(C)(C)[O:24]1)[O:8][C:9]1[CH:17]=[CH:16][C:12]([C:13]([NH2:15])=[O:14])=[C:11]([O:18][CH3:19])[N:10]=1)=O. Product: [OH:24][B:23]1[C:22]2[CH:21]=[CH:20][C:7]([O:8][C:9]3[CH:17]=[CH:16][C:12]([C:13]([NH2:15])=[O:14])=[C:11]([O:18][CH3:19])[N:10]=3)=[CH:6][C:5]=2[CH2:26][O:27]1. The catalyst class is: 100.